Dataset: Reaction yield outcomes from USPTO patents with 853,638 reactions. Task: Predict the reaction yield, written as a fraction of the theoretical maximum amount of product (1.0 means a 100% yield; for example, 0.34 means a 34% yield). (1) The reactants are [C:1]([CH:5]1[CH2:13][C:12]2[C:7](=[CH:8][C:9]([N+:14]([O-:16])=[O:15])=[CH:10][CH:11]=2)[NH:6]1)([CH3:4])([CH3:3])[CH3:2].C(C1C(=O)C(Cl)=C(Cl)C(=O)C=1C#N)#N. The catalyst is O1CCOCC1. The product is [C:1]([C:5]1[NH:6][C:7]2[C:12]([CH:13]=1)=[CH:11][CH:10]=[C:9]([N+:14]([O-:16])=[O:15])[CH:8]=2)([CH3:4])([CH3:2])[CH3:3]. The yield is 0.800. (2) The reactants are [CH2:1]([O:8][C:9]1[CH:18]=[C:17]2[C:12]([C:13]([O:19][C:20]3[CH:26]=[CH:25][C:23]([NH2:24])=[C:22]([CH3:27])[C:21]=3[CH3:28])=[CH:14][CH:15]=[N:16]2)=[CH:11][C:10]=1[O:29][CH3:30])[C:2]1[CH:7]=[CH:6][CH:5]=[CH:4][CH:3]=1.[CH3:31][O:32][C:33]1[CH:38]=[CH:37][CH:36]=[CH:35][C:34]=1[N:39]=[C:40]=[O:41].C(=O)([O-])O.[Na+]. The catalyst is CN(C)C=O. The product is [CH2:1]([O:8][C:9]1[CH:18]=[C:17]2[C:12]([C:13]([O:19][C:20]3[CH:26]=[CH:25][C:23]([NH:24][C:40]([NH:39][C:34]4[CH:35]=[CH:36][CH:37]=[CH:38][C:33]=4[O:32][CH3:31])=[O:41])=[C:22]([CH3:27])[C:21]=3[CH3:28])=[CH:14][CH:15]=[N:16]2)=[CH:11][C:10]=1[O:29][CH3:30])[C:2]1[CH:7]=[CH:6][CH:5]=[CH:4][CH:3]=1. The yield is 0.470. (3) The reactants are [C:1]([C:5]1[O:9][N:8]=[C:7]([NH:10][C:11]([NH:13][C:14]2[CH:19]=[CH:18][CH:17]=[C:16]([OH:20])[CH:15]=2)=[O:12])[CH:6]=1)([CH3:4])([CH3:3])[CH3:2].Cl[C:22]1[C:31]2[C:26](=[CH:27][CH:28]=[C:29]([O:32][CH2:33][CH2:34][O:35][CH3:36])[CH:30]=2)[N:25]=[CH:24][N:23]=1. No catalyst specified. The product is [C:1]([C:5]1[O:9][N:8]=[C:7]([NH:10][C:11]([NH:13][C:14]2[CH:19]=[CH:18][CH:17]=[C:16]([O:20][C:22]3[C:31]4[C:26](=[CH:27][CH:28]=[C:29]([O:32][CH2:33][CH2:34][O:35][CH3:36])[CH:30]=4)[N:25]=[CH:24][N:23]=3)[CH:15]=2)=[O:12])[CH:6]=1)([CH3:4])([CH3:2])[CH3:3]. The yield is 0.200. (4) The yield is 0.640. The product is [O:1]1[C:5]2[CH:6]=[CH:7][CH:8]=[CH:9][C:4]=2[C:3]([N:10]2[CH2:15][CH2:14][N:13]([CH2:16][CH:17]([C:19]3[CH:20]=[C:21]4[C:25](=[CH:26][CH:27]=3)[C:24]([CH3:29])([CH3:28])[C:23](=[O:30])[C:22]4([CH3:32])[CH3:31])[Cl:37])[CH2:12][CH2:11]2)=[N:2]1. The catalyst is C(Cl)Cl. The reactants are [O:1]1[C:5]2[CH:6]=[CH:7][CH:8]=[CH:9][C:4]=2[C:3]([N:10]2[CH2:15][CH2:14][N:13]([CH2:16][CH:17]([C:19]3[CH:20]=[C:21]4[C:25](=[CH:26][CH:27]=3)[C:24]([CH3:29])([CH3:28])[C:23](=[O:30])[C:22]4([CH3:32])[CH3:31])O)[CH2:12][CH2:11]2)=[N:2]1.CS([Cl:37])(=O)=O.C(N(CC)CC)C. (5) The reactants are [CH2:1]([O:3][C:4](=[O:22])[C:5]([O:8][C:9]1[CH:17]=[CH:16][CH:15]=[C:14]2[C:10]=1[CH:11]=[CH:12][N:13]2[CH2:18][CH2:19][CH2:20]Cl)([CH3:7])[CH3:6])[CH3:2].[CH2:23]([C:26]1[C:34]2[O:33][N:32]=[C:31]([C:35]([F:38])([F:37])[F:36])[C:30]=2[CH:29]=[CH:28][C:27]=1[OH:39])[CH2:24][CH3:25].C(=O)([O-])[O-].[K+].[K+].[I-].[K+]. The catalyst is O.CN(C=O)C. The product is [CH2:1]([O:3][C:4](=[O:22])[C:5]([CH3:7])([O:8][C:9]1[CH:17]=[CH:16][CH:15]=[C:14]2[C:10]=1[CH:11]=[CH:12][N:13]2[CH2:18][CH2:19][CH2:20][O:39][C:27]1[CH:28]=[CH:29][C:30]2[C:31]([C:35]([F:38])([F:37])[F:36])=[N:32][O:33][C:34]=2[C:26]=1[CH2:23][CH2:24][CH3:25])[CH3:6])[CH3:2]. The yield is 0.850. (6) The reactants are [Br:1][C:2]1[C:11]([F:12])=[C:10]2[C:5]([C:6](O)=[N:7][C:8]([CH2:13][Cl:14])=[N:9]2)=[CH:4][C:3]=1[Cl:16].CCN(C(C)C)C(C)C.O=P(Cl)(Cl)[Cl:28]. No catalyst specified. The product is [Br:1][C:2]1[C:11]([F:12])=[C:10]2[C:5]([C:6]([Cl:28])=[N:7][C:8]([CH2:13][Cl:14])=[N:9]2)=[CH:4][C:3]=1[Cl:16]. The yield is 1.00. (7) The reactants are [F:1][C:2]([F:7])([F:6])[C:3](O)=[O:4].[CH2:8]1[C:16]2[C:11](=[CH:12][CH:13]=[CH:14][CH:15]=2)[CH2:10][CH:9]1[NH2:17].CCN(CC)CC. The catalyst is C1COCC1. The product is [F:1][C:2]([F:7])([F:6])[C:3]([NH:17][CH:9]1[CH2:10][C:11]2[C:16](=[CH:15][CH:14]=[CH:13][CH:12]=2)[CH2:8]1)=[O:4]. The yield is 0.820. (8) The reactants are [Br:1][C:2]1[C:3]2[CH2:10][CH2:9][CH:8]([NH2:11])[C:4]=2[CH:5]=[N:6][CH:7]=1.CCN(CC)CC.[C:19](Cl)(=[O:22])[CH2:20][CH3:21].O. The catalyst is C1COCC1.CCOC(C)=O. The product is [Br:1][C:2]1[C:3]2[CH2:10][CH2:9][CH:8]([NH:11][C:19](=[O:22])[CH2:20][CH3:21])[C:4]=2[CH:5]=[N:6][CH:7]=1. The yield is 0.376.